From a dataset of Reaction yield outcomes from USPTO patents with 853,638 reactions. Predict the reaction yield, written as a fraction of the theoretical maximum amount of product (1.0 means a 100% yield; for example, 0.34 means a 34% yield). (1) The reactants are [Cl:1][C:2]1[C:11]2[C:6](=[CH:7][C:8]([F:12])=[CH:9][CH:10]=2)[CH:5]=[CH:4][N:3]=1.[Li+].CC([N-]C(C)C)C.C1CCCCC1.[CH2:27]([S:30][S:30][CH2:27][CH2:28][CH3:29])[CH2:28][CH3:29]. The catalyst is C1COCC1. The product is [Cl:1][C:2]1[C:11]2[C:6](=[C:7]([S:30][CH2:27][CH2:28][CH3:29])[C:8]([F:12])=[CH:9][CH:10]=2)[CH:5]=[CH:4][N:3]=1. The yield is 0.360. (2) The reactants are Cl[C:2]1[CH:3]=[CH:4][C:5]2[N:6]([C:8]([CH2:18][NH:19][C:20]3[N:25]=[C:24]([CH:26]=O)[CH:23]=[CH:22][N:21]=3)=[C:9]([C:11]3[CH:16]=[CH:15][C:14]([F:17])=[CH:13][CH:12]=3)[N:10]=2)[CH:7]=1.[C:28](O)(=O)C.[CH2:32]([NH2:34])[CH3:33].[BH-](OC(C)=O)(OC(C)=O)OC(C)=O.[Na+]. The catalyst is C(Cl)Cl. The product is [CH2:32]([NH:34][CH2:26][C:24]1[CH:23]=[CH:22][N:21]=[C:20]([NH:19][CH2:18][C:8]2[N:6]3[CH:7]=[C:2]([CH3:28])[CH:3]=[CH:4][C:5]3=[N:10][C:9]=2[C:11]2[CH:16]=[CH:15][C:14]([F:17])=[CH:13][CH:12]=2)[N:25]=1)[CH3:33]. The yield is 0.370. (3) The reactants are [Na].[O:2]=[S:3]1(=[O:17])[C:8]2[CH:9]=[N:10][CH:11]=[CH:12][C:7]=2[NH:6][C:5]([CH2:13][C:14]([O-])=[O:15])=[N:4]1.C([O:20][C:21]([C@H:23]1[C@@H:28]([NH:29][CH2:30][C:31]2[CH:36]=[CH:35][C:34]([F:37])=[CH:33][CH:32]=2)[C@H:27]2[CH2:38][C@@H:24]1[CH2:25][CH2:26]2)=O)C.F[P-](F)(F)(F)(F)F.N1(OC(N(C)C)=[N+](C)C)C2N=CC=CC=2N=N1.C(N(CC)CC)C. The catalyst is CN(C)C=O.C(OCC)(=O)C. The product is [O:2]=[S:3]1(=[O:17])[C:8]2[CH:9]=[N:10][CH:11]=[CH:12][C:7]=2[NH:6][C:5]([C:13]2[C:14](=[O:15])[N:29]([CH2:30][C:31]3[CH:32]=[CH:33][C:34]([F:37])=[CH:35][CH:36]=3)[C@@H:28]3[C@H:23]([C:21]=2[OH:20])[C@@H:24]2[CH2:38][C@H:27]3[CH2:26][CH2:25]2)=[N:4]1. The yield is 0.0770. (4) The reactants are [F:1][C:2]1[CH:7]=[CH:6][C:5]([C:8]([C:10]2[CH:11]=[N:12][CH:13]=[C:14]([CH2:16]O)[CH:15]=2)=[O:9])=[CH:4][CH:3]=1.S(Cl)([Cl:20])=O. The catalyst is C(#N)C. The product is [Cl:20][CH2:16][C:14]1[CH:15]=[C:10]([C:8]([C:5]2[CH:6]=[CH:7][C:2]([F:1])=[CH:3][CH:4]=2)=[O:9])[CH:11]=[N:12][CH:13]=1. The yield is 0.870. (5) The reactants are Br[C:2]1[CH:3]=[C:4]([CH:7]=[CH:8][CH:9]=1)[CH:5]=[O:6].[C:10]([C:14]1[CH:19]=[CH:18][C:17](B(O)O)=[CH:16][CH:15]=1)([CH3:13])([CH3:12])[CH3:11].O.O1CCOCC1.C([O-])([O-])=O.[K+].[K+]. The catalyst is CCOC(C)=O.C1C=CC([P]([Pd]([P](C2C=CC=CC=2)(C2C=CC=CC=2)C2C=CC=CC=2)([P](C2C=CC=CC=2)(C2C=CC=CC=2)C2C=CC=CC=2)[P](C2C=CC=CC=2)(C2C=CC=CC=2)C2C=CC=CC=2)(C2C=CC=CC=2)C2C=CC=CC=2)=CC=1. The product is [C:10]([C:14]1[CH:19]=[CH:18][C:17]([C:2]2[CH:9]=[CH:8][CH:7]=[C:4]([CH:5]=[O:6])[CH:3]=2)=[CH:16][CH:15]=1)([CH3:13])([CH3:12])[CH3:11]. The yield is 0.840. (6) The reactants are Br[C:2]1[N:6]([S:7]([C:10]2[CH:15]=[CH:14][CH:13]=[CH:12][CH:11]=2)(=[O:9])=[O:8])[CH:5]=[C:4]([C:16]([O:18][CH3:19])=[O:17])[CH:3]=1.[CH:20]1(B(O)O)[CH2:22][CH2:21]1.C1(P(C2CCCCC2)C2CCCCC2)CCCCC1.P([O-])([O-])([O-])=O.[K+].[K+].[K+]. The catalyst is C1(C)C=CC=CC=1.O.C([O-])(=O)C.[Pd+2].C([O-])(=O)C. The product is [CH:20]1([C:2]2[N:6]([S:7]([C:10]3[CH:15]=[CH:14][CH:13]=[CH:12][CH:11]=3)(=[O:9])=[O:8])[CH:5]=[C:4]([C:16]([O:18][CH3:19])=[O:17])[CH:3]=2)[CH2:22][CH2:21]1. The yield is 0.220. (7) The reactants are Br[CH2:2][CH2:3][CH2:4][CH2:5][CH2:6][C:7]([O:9][CH2:10][CH3:11])=[O:8].C([CH2:19][NH2:20])C1C=CC=CC=1. No catalyst specified. The product is [CH3:19][NH:20][CH2:2][CH2:3][CH2:4][CH2:5][CH2:6][C:7]([O:9][CH2:10][CH3:11])=[O:8]. The yield is 0.990. (8) The reactants are [H-].[Al+3].[Li+].[H-].[H-].[H-].[NH:7]1[C:15]2[C:10](=[CH:11][CH:12]=[C:13]3[CH2:19][CH2:18][CH2:17][CH2:16][C:14]3=2)[C:9](=O)[C:8]1=O.O.[OH-].[Na+]. The catalyst is O1CCCC1. The product is [NH:7]1[C:15]2[C:10](=[CH:11][CH:12]=[C:13]3[CH2:19][CH2:18][CH2:17][CH2:16][C:14]3=2)[CH:9]=[CH:8]1. The yield is 0.620. (9) The product is [CH3:13][NH:14][C:10]([C:8]1[CH:7]=[CH:6][C:5]2[NH:1][CH:2]=[N:3][C:4]=2[CH:9]=1)=[O:12]. No catalyst specified. The yield is 0.670. The reactants are [N:1]1[C:5]2[CH:6]=[CH:7][C:8]([C:10]([OH:12])=O)=[CH:9][C:4]=2[NH:3][CH:2]=1.[CH3:13][NH2:14].